The task is: Predict the reaction yield, written as a fraction of the theoretical maximum amount of product (1.0 means a 100% yield; for example, 0.34 means a 34% yield).. This data is from Reaction yield outcomes from USPTO patents with 853,638 reactions. The catalyst is CO. The reactants are [CH3:1][O:2][C:3]1[CH:12]=[C:11]([NH2:13])[CH:10]=[CH:9][C:4]=1[C:5](OC)=[O:6].Cl.[NH2:15][OH:16].[OH-].[K+]. The product is [NH2:13][C:11]1[CH:10]=[CH:9][C:4]([C:5]([NH:15][OH:16])=[O:6])=[C:3]([O:2][CH3:1])[CH:12]=1. The yield is 0.470.